From a dataset of Catalyst prediction with 721,799 reactions and 888 catalyst types from USPTO. Predict which catalyst facilitates the given reaction. Product: [Cl:1][C:2]1[N:3]=[C:4]2[CH:12]=[C:11]([Cl:13])[CH:10]=[N:9][C:5]2=[N:6][C:7]=1[N:17]1[CH2:16][CH2:15][N:14]([C:20]([O:22][C:23]([CH3:26])([CH3:25])[CH3:24])=[O:21])[CH2:19][CH2:18]1. Reactant: [Cl:1][C:2]1[N:3]=[C:4]2[CH:12]=[C:11]([Cl:13])[CH:10]=[N:9][C:5]2=[N:6][C:7]=1Cl.[N:14]1([C:20]([O:22][C:23]([CH3:26])([CH3:25])[CH3:24])=[O:21])[CH2:19][CH2:18][NH:17][CH2:16][CH2:15]1.[NH4+].[Cl-]. The catalyst class is: 2.